Dataset: Reaction yield outcomes from USPTO patents with 853,638 reactions. Task: Predict the reaction yield, written as a fraction of the theoretical maximum amount of product (1.0 means a 100% yield; for example, 0.34 means a 34% yield). (1) The reactants are C(OC([N:8]1[CH2:13][CH2:12][CH2:11][CH2:10][C@H:9]1[CH2:14][CH2:15][O:16][C:17]1[CH:22]=[CH:21][CH:20]=[C:19]([O:23][C:24]2[CH:29]=[CH:28][CH:27]=[CH:26][CH:25]=2)[CH:18]=1)=O)(C)(C)C.[ClH:30]. The catalyst is O1CCOCC1. The product is [ClH:30].[O:23]([C:19]1[CH:18]=[C:17]([CH:22]=[CH:21][CH:20]=1)[O:16][CH2:15][CH2:14][C@@H:9]1[CH2:10][CH2:11][CH2:12][CH2:13][NH:8]1)[C:24]1[CH:25]=[CH:26][CH:27]=[CH:28][CH:29]=1. The yield is 0.890. (2) The reactants are [C:1]([C:4]1[C:5]([O:23][CH3:24])=[C:6]([CH:12]2[CH2:15][N:14]([C:16]([O:18][C:19]([CH3:22])([CH3:21])[CH3:20])=[O:17])[CH2:13]2)[C:7]([CH3:11])=[C:8]([Cl:10])[CH:9]=1)(=[O:3])[CH3:2].[BH4-].[Na+]. The catalyst is CO. The product is [Cl:10][C:8]1[C:7]([CH3:11])=[C:6]([CH:12]2[CH2:13][N:14]([C:16]([O:18][C:19]([CH3:22])([CH3:21])[CH3:20])=[O:17])[CH2:15]2)[C:5]([O:23][CH3:24])=[C:4]([CH:1]([OH:3])[CH3:2])[CH:9]=1. The yield is 1.00. (3) The reactants are [CH2:1]([C:5]1=[CH:6][N:7]([C:21]([CH3:24])([CH3:23])[CH3:22])[S:8]/[C:9]/1=[N:10]\[C:11](=[O:20])[C:12]1[CH:17]=[C:16]([Cl:18])[CH:15]=[CH:14][C:13]=1F)[CH2:2][CH2:3][CH3:4].[CH2:25]([OH:30])[C:26]([F:29])([F:28])[F:27].CC(C)([O-])C.[K+]. The catalyst is C1COCC1.O. The product is [F:27][C:26]([F:29])([F:28])[C:25]([OH:20])=[O:30].[CH2:1]([C:5]1=[CH:6][N:7]([C:21]([CH3:24])([CH3:23])[CH3:22])[S:8]/[C:9]/1=[N:10]\[C:11](=[O:20])[C:12]1[CH:17]=[C:16]([Cl:18])[CH:15]=[CH:14][C:13]=1[O:30][CH2:25][C:26]([F:29])([F:28])[F:27])[CH2:2][CH2:3][CH3:4]. The yield is 0.00100. (4) The reactants are [F:1][C:2]1[CH:3]=[C:4]([CH2:18][CH2:19][C:20]([O:22][CH2:23][CH3:24])=[O:21])[CH:5]=[C:6]([F:17])[C:7]=1[O:8][CH2:9][C:10]1[CH:15]=[CH:14][CH:13]=[C:12]([OH:16])[CH:11]=1.[CH2:25](I)[CH:26]([CH3:28])[CH3:27].[H-].[Na+].O. The catalyst is CN(C=O)C. The product is [F:1][C:2]1[CH:3]=[C:4]([CH2:18][CH2:19][C:20]([O:22][CH2:23][CH3:24])=[O:21])[CH:5]=[C:6]([F:17])[C:7]=1[O:8][CH2:9][C:10]1[CH:15]=[CH:14][CH:13]=[C:12]([O:16][CH2:25][CH:26]([CH3:28])[CH3:27])[CH:11]=1. The yield is 0.800. (5) The reactants are [Br:1][C:2]1[CH:3]=[C:4]([C:9]([C:11]2[C:16]([CH:17]([CH3:19])[CH3:18])=[C:15]([O:20]C)[N:14]=[C:13]([O:22]C)[N:12]=2)=[O:10])[CH:5]=[C:6]([CH3:8])[CH:7]=1. The catalyst is Cl. The product is [Br:1][C:2]1[CH:3]=[C:4]([CH:5]=[C:6]([CH3:8])[CH:7]=1)[C:9]([C:11]1[NH:12][C:13](=[O:22])[NH:14][C:15](=[O:20])[C:16]=1[CH:17]([CH3:18])[CH3:19])=[O:10]. The yield is 0.940. (6) The reactants are [NH:1]([C:25]([O:27][CH2:28][C:29]1[CH:34]=[CH:33][CH:32]=[CH:31][CH:30]=1)=[O:26])[C@H:2]([C:10]([NH:12][C@H:13]([C:18]([O:20]C(C)(C)C)=[O:19])[CH2:14][CH:15]([CH3:17])[CH3:16])=[O:11])[CH2:3][C:4]1[CH:9]=[CH:8][CH:7]=[CH:6][CH:5]=1.C(O)(C(F)(F)F)=O. The catalyst is O. The product is [NH:1]([C:25]([O:27][CH2:28][C:29]1[CH:30]=[CH:31][CH:32]=[CH:33][CH:34]=1)=[O:26])[C@H:2]([C:10]([NH:12][C@H:13]([C:18]([OH:20])=[O:19])[CH2:14][CH:15]([CH3:17])[CH3:16])=[O:11])[CH2:3][C:4]1[CH:5]=[CH:6][CH:7]=[CH:8][CH:9]=1. The yield is 1.00.